Dataset: Catalyst prediction with 721,799 reactions and 888 catalyst types from USPTO. Task: Predict which catalyst facilitates the given reaction. (1) Product: [CH:11]1([C:10]2[CH:9]=[CH:8][C:4]([C:5]([OH:7])=[O:6])=[CH:3][C:2]=2[CH:21]=[O:22])[CH2:13][CH2:12]1. The catalyst class is: 365. Reactant: Br[C:2]1[CH:3]=[C:4]([CH:8]=[CH:9][C:10]=1[CH:11]1[CH2:13][CH2:12]1)[C:5]([OH:7])=[O:6].[Li]CCCC.CN(C)[CH:21]=[O:22]. (2) Reactant: [NH2:1][C:2]1[S:3][C:4]([C:14]([NH2:16])=[O:15])=[C:5]([C:7]2[CH:12]=[CH:11][CH:10]=[C:9]([Cl:13])[CH:8]=2)[N:6]=1.[C:17]([O:21][C:22]([N:24]1[CH2:29][CH2:28][CH:27]([CH2:30][O:31][C:32]2[CH:37]=[CH:36][C:35]([N+:38]([O-:40])=[O:39])=[C:34](F)[CH:33]=2)[CH2:26][CH2:25]1)=[O:23])([CH3:20])([CH3:19])[CH3:18].CN(C)C=O.C(=O)([O-])[O-].[Cs+].[Cs+]. Product: [C:17]([O:21][C:22]([N:24]1[CH2:29][CH2:28][CH:27]([CH2:30][O:31][C:32]2[CH:33]=[CH:34][C:35]([N+:38]([O-:40])=[O:39])=[C:36]([NH:1][C:2]3[S:3][C:4]([C:14](=[O:15])[NH2:16])=[C:5]([C:7]4[CH:12]=[CH:11][CH:10]=[C:9]([Cl:13])[CH:8]=4)[N:6]=3)[CH:37]=2)[CH2:26][CH2:25]1)=[O:23])([CH3:20])([CH3:18])[CH3:19]. The catalyst class is: 84. (3) Reactant: [CH3:1][C:2]1([CH3:14])[C:6]([CH3:8])([CH3:7])[O:5][B:4]([C:9]2[CH:10]=[N:11][NH:12][CH:13]=2)[O:3]1.[O:15]1[C:17]([CH3:19])([CH3:18])[CH2:16]1.FC(F)(F)S([O-])(=O)=O.[Yb+3].FC(F)(F)S([O-])(=O)=O.FC(F)(F)S([O-])(=O)=O.C(OCC)(=O)C. Product: [CH3:16][C:17]([OH:15])([CH3:19])[CH2:18][N:12]1[CH:13]=[C:9]([B:4]2[O:5][C:6]([CH3:7])([CH3:8])[C:2]([CH3:14])([CH3:1])[O:3]2)[CH:10]=[N:11]1. The catalyst class is: 11. (4) Reactant: [Cl:1][C:2]1[CH:3]=[C:4](/[C:12](=[N:16]\[O:17][CH:18]2[CH2:22][CH2:21][CH2:20][CH2:19]2)/[C:13]([OH:15])=O)[CH:5]=[CH:6][C:7]=1[S:8]([CH3:11])(=[O:10])=[O:9].[CH2:23]([N:26]1[CH:30]=[CH:29][C:28]([NH2:31])=[N:27]1)[CH2:24][CH3:25].C(N(CC)C(C)C)(C)C. Product: [Cl:1][C:2]1[CH:3]=[C:4](/[C:12](=[N:16]\[O:17][CH:18]2[CH2:22][CH2:21][CH2:20][CH2:19]2)/[C:13]([NH:31][C:28]2[CH:29]=[CH:30][N:26]([CH2:23][CH2:24][CH3:25])[N:27]=2)=[O:15])[CH:5]=[CH:6][C:7]=1[S:8]([CH3:11])(=[O:9])=[O:10]. The catalyst class is: 2.